Dataset: Reaction yield outcomes from USPTO patents with 853,638 reactions. Task: Predict the reaction yield, written as a fraction of the theoretical maximum amount of product (1.0 means a 100% yield; for example, 0.34 means a 34% yield). (1) The reactants are [Br:1][C:2]1[CH:3]=[C:4]([NH2:10])[C:5]([NH2:9])=[CH:6][C:7]=1[F:8].[C:11]([O:15][C:16]([N:18]1[CH2:22][CH2:21][CH2:20][C@H:19]1[C:23](O)=O)=[O:17])([CH3:14])([CH3:13])[CH3:12].CN(C(ON1N=NC2C=CC=NC1=2)=[N+](C)C)C.F[P-](F)(F)(F)(F)F.C(N(C(C)C)CC)(C)C. The catalyst is CS(C)=O.CCOC(C)=O. The product is [Br:1][C:2]1[C:7]([F:8])=[CH:6][C:5]2[N:9]=[C:23]([C@@H:19]3[CH2:20][CH2:21][CH2:22][N:18]3[C:16]([O:15][C:11]([CH3:12])([CH3:14])[CH3:13])=[O:17])[NH:10][C:4]=2[CH:3]=1. The yield is 0.770. (2) The reactants are Cl.[CH2:2]([NH:4][C:5](=[O:33])[NH:6][C:7]1[CH:12]=[CH:11][C:10]([C:13]2[N:14]=[C:15]([N:26]3[CH2:31][CH2:30][O:29][CH2:28][C@@H:27]3[CH3:32])[C:16]3[CH2:21][N:20]([C:22]([O:24][CH3:25])=[O:23])[CH2:19][C:17]=3[N:18]=2)=[CH:9][CH:8]=1)[CH3:3].CCN(C(C)C)C(C)C.ClC(OC)=O. The catalyst is O1CCOCC1. The product is [CH2:2]([NH:4][C:5](=[O:33])[NH:6][C:7]1[CH:8]=[CH:9][C:10]([C:13]2[N:14]=[C:15]([N:26]3[CH2:31][CH2:30][O:29][CH2:28][C@@H:27]3[CH3:32])[C:16]3[CH2:21][N:20]([C:22]([O:24][CH3:25])=[O:23])[CH2:19][C:17]=3[N:18]=2)=[CH:11][CH:12]=1)[CH3:3]. The yield is 0.0600.